From a dataset of Reaction yield outcomes from USPTO patents with 853,638 reactions. Predict the reaction yield, written as a fraction of the theoretical maximum amount of product (1.0 means a 100% yield; for example, 0.34 means a 34% yield). (1) The reactants are [NH2:1][C:2]1[CH:10]=[CH:9][CH:8]=[C:7]2[C:3]=1[C:4](=[O:20])[N:5]([CH:12]1[CH2:17][CH2:16][C:15](=[O:18])[NH:14][C:13]1=[O:19])[C:6]2=[O:11].[O:21]([CH2:28][C:29](Cl)=[O:30])[C:22]1[CH:27]=[CH:26][CH:25]=[CH:24][CH:23]=1.CO. The catalyst is C1COCC1.C(OCC)C. The product is [O:19]=[C:13]1[CH:12]([N:5]2[C:4](=[O:20])[C:3]3[C:7](=[CH:8][CH:9]=[CH:10][C:2]=3[NH:1][C:29](=[O:30])[CH2:28][O:21][C:22]3[CH:27]=[CH:26][CH:25]=[CH:24][CH:23]=3)[C:6]2=[O:11])[CH2:17][CH2:16][C:15](=[O:18])[NH:14]1. The yield is 0.930. (2) The catalyst is C(Cl)Cl. The product is [O:1]([CH:19]([CH3:24])[CH2:20][CH2:21][CH2:22][O:23][S:31]([C:34]1[CH:40]=[CH:39][C:37]([CH3:38])=[CH:36][CH:35]=1)(=[O:33])=[O:32])[Si:2]([C:15]([CH3:16])([CH3:17])[CH3:18])([C:9]1[CH:10]=[CH:11][CH:12]=[CH:13][CH:14]=1)[C:3]1[CH:8]=[CH:7][CH:6]=[CH:5][CH:4]=1. The reactants are [O:1]([CH:19]([CH3:24])[CH2:20][CH2:21][CH2:22][OH:23])[Si:2]([C:15]([CH3:18])([CH3:17])[CH3:16])([C:9]1[CH:14]=[CH:13][CH:12]=[CH:11][CH:10]=1)[C:3]1[CH:8]=[CH:7][CH:6]=[CH:5][CH:4]=1.N1C=CC=CC=1.[S:31](Cl)([C:34]1[CH:40]=[CH:39][C:37]([CH3:38])=[CH:36][CH:35]=1)(=[O:33])=[O:32]. The yield is 0.850. (3) The reactants are C(O[BH-](OC(=O)C)OC(=O)C)(=O)C.[Na+].[C:15]([O:19][C:20]([N:22]1[CH2:27][CH2:26][CH:25]([NH:28][CH2:29][CH:30]([CH3:32])[CH3:31])[CH2:24][CH2:23]1)=[O:21])([CH3:18])([CH3:17])[CH3:16].[N:33]1[C:42]2[C:37](=[CH:38][CH:39]=[CH:40][CH:41]=2)[CH:36]=[C:35]([CH:43]=O)[CH:34]=1.C(O)(=O)C.[OH-].[Na+]. The catalyst is ClCCCl. The product is [C:15]([O:19][C:20]([N:22]1[CH2:23][CH2:24][CH:25]([N:28]([CH2:29][CH:30]([CH3:32])[CH3:31])[CH2:43][C:35]2[CH:34]=[N:33][C:42]3[C:37]([CH:36]=2)=[CH:38][CH:39]=[CH:40][CH:41]=3)[CH2:26][CH2:27]1)=[O:21])([CH3:18])([CH3:17])[CH3:16]. The yield is 0.600. (4) The reactants are Cl.C[O:3][C:4](=[O:39])[C:5]1[CH:10]=[CH:9][C:8]([CH2:11][O:12][C:13]2[CH:18]=[CH:17][C:16]([CH2:19][C@H:20]([NH2:38])[C:21]3[N:22]([CH2:34][CH2:35][CH2:36][CH3:37])[CH:23]=[C:24]([C:26]4[CH:31]=[CH:30][C:29]([Cl:32])=[CH:28][C:27]=4[Cl:33])[N:25]=3)=[CH:15][CH:14]=2)=[CH:7][CH:6]=1.[C:40]1([CH2:46][C:47](O)=[O:48])[CH:45]=[CH:44][CH:43]=[CH:42][CH:41]=1. No catalyst specified. The product is [CH2:34]([N:22]1[CH:23]=[C:24]([C:26]2[CH:31]=[CH:30][C:29]([Cl:32])=[CH:28][C:27]=2[Cl:33])[N:25]=[C:21]1[C@@H:20]([NH:38][C:47](=[O:48])[CH2:46][C:40]1[CH:45]=[CH:44][CH:43]=[CH:42][CH:41]=1)[CH2:19][C:16]1[CH:17]=[CH:18][C:13]([O:12][CH2:11][C:8]2[CH:7]=[CH:6][C:5]([C:4]([OH:3])=[O:39])=[CH:10][CH:9]=2)=[CH:14][CH:15]=1)[CH2:35][CH2:36][CH3:37]. The yield is 0.730. (5) The reactants are Cl.[O:2]=[C:3]1[NH:9][C:8]2[N:10]=[CH:11][C:12]([CH:14]=[CH:15][C:16]([OH:18])=O)=[CH:13][C:7]=2[CH2:6][NH:5][CH2:4]1.[Cl:19][C:20]1[C:24]2[CH:25]=[CH:26][CH:27]=[CH:28][C:23]=2[O:22][C:21]=1[CH2:29][NH:30][CH3:31]. No catalyst specified. The product is [ClH:19].[Cl:19][C:20]1[C:24]2[CH:25]=[CH:26][CH:27]=[CH:28][C:23]=2[O:22][C:21]=1[CH2:29][N:30]([CH3:31])[C:16](=[O:18])/[CH:15]=[CH:14]/[C:12]1[CH:11]=[N:10][C:8]2[NH:9][C:3](=[O:2])[CH2:4][NH:5][CH2:6][C:7]=2[CH:13]=1. The yield is 0.190. (6) The reactants are [C:1]1(=O)[CH2:5][CH2:4][CH2:3][CH2:2]1.[NH:7]1[CH2:11][CH2:10][CH2:9][CH2:8]1. The catalyst is C1(C)C=CC=CC=1.C1(C)C=CC(S(O)(=O)=O)=CC=1. The product is [C:1]1([N:7]2[CH2:11][CH2:10][CH2:9][CH2:8]2)[CH2:5][CH2:4][CH2:3][CH:2]=1. The yield is 0.918. (7) The reactants are [Cl:1][CH:2]1[C:4](Cl)(Cl)[C:3]1(Cl)Cl.[CH:9]([NH:12][CH:13]([CH3:15])[CH3:14])([CH3:11])[CH3:10]. The catalyst is C(Cl)Cl. The product is [Cl-:1].[CH:9]([N:12]([CH:13]([CH3:15])[CH3:14])[C:3]1[CH2+:2]([Cl:1])[C:4]=1[N:12]([CH:13]([CH3:15])[CH3:14])[CH:9]([CH3:11])[CH3:10])([CH3:11])[CH3:10]. The yield is 1.00. (8) The yield is 0.900. The product is [F:2][C:3]1[CH:8]=[CH:7][C:6]([CH2:9][C:10]([Cl:21])=[O:12])=[CH:5][CH:4]=1. The reactants are O.[F:2][C:3]1[CH:8]=[CH:7][C:6]([CH2:9][C:10]([OH:12])=O)=[CH:5][CH:4]=1.CN(C)C=O.C(Cl)(=O)C([Cl:21])=O. The catalyst is C1(C)C=CC=CC=1. (9) The reactants are CCCC[N+](CCCC)(CCCC)CCCC.[F-].C(O)(=O)C.[CH3:23][C:24]1[CH:29]=[CH:28][C:27]([S:30]([O:33][CH2:34][CH2:35][O:36][C:37]2[N:42]3[C:43]([NH:62][C:63]4[CH:72]=[CH:71][C:66]5[O:67][CH2:68][CH2:69][O:70][C:65]=5[CH:64]=4)=[C:44]([C:46]4[C:51]([CH3:52])=[CH:50][C:49]([O:53][Si](C(C)(C)C)(C)C)=[CH:48][C:47]=4[CH3:61])[N:45]=[C:41]3[CH:40]=[CH:39][CH:38]=2)(=[O:32])=[O:31])=[CH:26][CH:25]=1. The catalyst is C1COCC1. The product is [CH3:23][C:24]1[CH:29]=[CH:28][C:27]([S:30]([O:33][CH2:34][CH2:35][O:36][C:37]2[N:42]3[C:43]([NH:62][C:63]4[CH:72]=[CH:71][C:66]5[O:67][CH2:68][CH2:69][O:70][C:65]=5[CH:64]=4)=[C:44]([C:46]4[C:51]([CH3:52])=[CH:50][C:49]([OH:53])=[CH:48][C:47]=4[CH3:61])[N:45]=[C:41]3[CH:40]=[CH:39][CH:38]=2)(=[O:32])=[O:31])=[CH:26][CH:25]=1. The yield is 0.570. (10) The reactants are [C:12]([O:11][C:9](O[C:9]([O:11][C:12]([CH3:15])([CH3:14])[CH3:13])=[O:10])=[O:10])([CH3:15])([CH3:14])[CH3:13].[NH:16]1[C:24]2[C:19](=[CH:20][C:21]([CH:25]=[O:26])=[CH:22][CH:23]=2)[CH:18]=[N:17]1.C(N(CC)CC)C. The yield is 0.900. The product is [C:12]([O:11][C:9]([N:16]1[C:24]2[C:19](=[CH:20][C:21]([CH:25]=[O:26])=[CH:22][CH:23]=2)[CH:18]=[N:17]1)=[O:10])([CH3:13])([CH3:14])[CH3:15]. The catalyst is CN(C)C1C=CN=CC=1.C(Cl)Cl.